Dataset: Full USPTO retrosynthesis dataset with 1.9M reactions from patents (1976-2016). Task: Predict the reactants needed to synthesize the given product. Given the product [CH:9]1([N:3]2[C:2]3=[N:1][C:18]([CH3:19])=[CH:21][C:22]([CH3:23])=[C:6]3[C:5]([C:7]#[N:8])=[CH:4]2)[C:17]2[C:12](=[CH:13][CH:14]=[CH:15][CH:16]=2)[CH2:11][CH2:10]1, predict the reactants needed to synthesize it. The reactants are: [NH2:1][C:2]1[N:3]([CH:9]2[C:17]3[C:12](=[CH:13][CH:14]=[CH:15][CH:16]=3)[CH2:11][CH2:10]2)[CH:4]=[C:5]([C:7]#[N:8])[CH:6]=1.[C:18]([CH2:21][C:22](=O)[CH3:23])(=O)[CH3:19].Cl.